From a dataset of Forward reaction prediction with 1.9M reactions from USPTO patents (1976-2016). Predict the product of the given reaction. (1) Given the reactants [N+:1]([C:4]1[CH:5]=[CH:6][C:7]([CH2:10]OS(C)(=O)=O)=[N:8][CH:9]=1)([O-:3])=[O:2].[CH3:16][O:17][C:18]1[CH:32]=[CH:31][C:21]([CH2:22][N:23]2[CH2:28][CH2:27][NH:26][CH2:25][C:24]2([CH3:30])[CH3:29])=[CH:20][CH:19]=1.C(=O)([O-])[O-].[Cs+].[Cs+], predict the reaction product. The product is: [CH3:16][O:17][C:18]1[CH:19]=[CH:20][C:21]([CH2:22][N:23]2[CH2:28][CH2:27][N:26]([CH2:10][C:7]3[CH:6]=[CH:5][C:4]([N+:1]([O-:3])=[O:2])=[CH:9][N:8]=3)[CH2:25][C:24]2([CH3:30])[CH3:29])=[CH:31][CH:32]=1. (2) Given the reactants [CH3:1][O:2][C:3](=[O:19])[C@@H:4]1[CH2:8][CH2:7][CH2:6][N:5]1[C:9]([O:11][CH2:12][C:13]1[CH:18]=[CH:17][CH:16]=[CH:15][CH:14]=1)=[O:10].[CH:20]([N-]C(C)C)([CH3:22])[CH3:21].[Li+].C(I)C=C.[Cl-].[NH4+], predict the reaction product. The product is: [CH2:22]([C:4]1([C:3]([O:2][CH3:1])=[O:19])[CH2:8][CH2:7][CH2:6][N:5]1[C:9]([O:11][CH2:12][C:13]1[CH:18]=[CH:17][CH:16]=[CH:15][CH:14]=1)=[O:10])[CH:20]=[CH2:21]. (3) Given the reactants C([O:5]O)(C)(C)C.[C:7]1(/[CH:13]=[CH:14]/[CH2:15][OH:16])[CH:12]=[CH:11][CH:10]=[CH:9][CH:8]=1, predict the reaction product. The product is: [C:7]1([C@@H:13]2[O:5][C@H:14]2[CH2:15][OH:16])[CH:12]=[CH:11][CH:10]=[CH:9][CH:8]=1. (4) Given the reactants [OH:1][C:2]([CH3:33])([CH3:32])[CH2:3][C@@:4]1([C:26]2[CH:31]=[CH:30][CH:29]=[CH:28][CH:27]=2)[O:9][C:8](=[O:10])[N:7]([C@H:11]([C:13]2[CH:18]=[CH:17][C:16]([C:19]3[CH:24]=[CH:23][NH:22][C:21](=[O:25])[CH:20]=3)=[CH:15][CH:14]=2)[CH3:12])[CH2:6][CH2:5]1.C1C=CN=C(C2C=[CH:42][CH:43]=[CH:44]N=2)C=1.C1(B(O)O)CC1.C([O-])([O-])=O.[Na+].[Na+], predict the reaction product. The product is: [CH:42]1([N:22]2[CH:23]=[CH:24][C:19]([C:16]3[CH:17]=[CH:18][C:13]([C@@H:11]([N:7]4[CH2:6][CH2:5][C@:4]([CH2:3][C:2]([OH:1])([CH3:32])[CH3:33])([C:26]5[CH:31]=[CH:30][CH:29]=[CH:28][CH:27]=5)[O:9][C:8]4=[O:10])[CH3:12])=[CH:14][CH:15]=3)=[CH:20][C:21]2=[O:25])[CH2:43][CH2:44]1. (5) Given the reactants [NH:1]1[CH2:6][CH2:5][CH:4]([CH2:7]O)[CH2:3][CH2:2]1.Cl[C:10]([O:12][CH2:13][CH3:14])=[O:11].[NH2:15][C:16]1[C:32]([Cl:33])=[CH:31][C:19]([C:20]([NH:22][C@@H:23]2[CH2:28][CH2:27][NH:26][CH2:25][C@@H:24]2[O:29][CH3:30])=[O:21])=[C:18]([O:34][CH3:35])[CH:17]=1, predict the reaction product. The product is: [NH2:15][C:16]1[C:32]([Cl:33])=[CH:31][C:19]([C:20]([NH:22][C@@H:23]2[CH2:28][CH2:27][N:26]([CH2:7][CH:4]3[CH2:3][CH2:2][N:1]([C:10]([O:12][CH2:13][CH3:14])=[O:11])[CH2:6][CH2:5]3)[CH2:25][C@@H:24]2[O:29][CH3:30])=[O:21])=[C:18]([O:34][CH3:35])[CH:17]=1. (6) Given the reactants [CH3:1][C:2]1[C:11]([C:12]([C:14]2[CH:15]=[N:16][N:17]([CH2:20][CH3:21])[C:18]=2[OH:19])=[O:13])=[CH:10][CH:9]=[C:8]2[C:3]=1[CH2:4][CH2:5][CH2:6][S:7]2(=[O:23])=[O:22].ClCCl.C(=O)([O-])[O-].[K+].[K+].[CH2:33]([S:36](Cl)(=[O:38])=[O:37])[CH2:34][CH3:35], predict the reaction product. The product is: [CH3:1][C:2]1[C:11]([C:12]([C:14]2[CH:15]=[N:16][N:17]([CH2:20][CH3:21])[C:18]=2[O:19][S:36]([CH2:33][CH2:34][CH3:35])(=[O:38])=[O:37])=[O:13])=[CH:10][CH:9]=[C:8]2[C:3]=1[CH2:4][CH2:5][CH2:6][S:7]2(=[O:23])=[O:22]. (7) The product is: [CH3:28][N:13]1[C:14](=[O:16])[C:15]2=[C:8]([C:5]3[CH:4]=[CH:3][C:2]([Br:1])=[CH:7][CH:6]=3)[O:9][C:10](=[O:23])[C:11]2=[C:12]1[C:17]1[CH:22]=[CH:21][CH:20]=[CH:19][CH:18]=1. Given the reactants [Br:1][C:2]1[CH:7]=[CH:6][C:5]([C:8]2[O:9][C:10](=[O:23])[C:11]3[C:15]=2[C:14](=[O:16])[NH:13][C:12]=3[C:17]2[CH:22]=[CH:21][CH:20]=[CH:19][CH:18]=2)=[CH:4][CH:3]=1.S(C1C=CC(C)=CC=1)(O[CH3:28])(=O)=O.C(=O)([O-])[O-].[K+].[K+].CN(C)C=O, predict the reaction product.